This data is from Full USPTO retrosynthesis dataset with 1.9M reactions from patents (1976-2016). The task is: Predict the reactants needed to synthesize the given product. (1) Given the product [Cl:20][C:2]1[CH:10]=[C:9]2[C:5]([CH2:6][CH2:7][C:8]2([CH3:12])[CH3:11])=[CH:4][C:3]=1[O:13][CH3:14], predict the reactants needed to synthesize it. The reactants are: Br[C:2]1[CH:10]=[C:9]2[C:5]([CH2:6][CH2:7][C:8]2([CH3:12])[CH3:11])=[CH:4][C:3]=1[O:13][CH3:14].C([Li])CCC.[Cl:20]N1C(=O)CCC1=O.O. (2) Given the product [F:68][C:64]1[C:63]([CH3:69])=[C:62]([N:59]2[C:55]3[N:56]=[CH:57][N:58]=[C:53]([O:52][C@@H:41]([CH2:40][O:39][CH2:38][CH2:37][OH:36])[C:42]([NH:44][C:45]4[CH:50]=[CH:49][C:48]([CH3:51])=[CH:47][N:46]=4)=[O:43])[C:54]=3[CH:61]=[N:60]2)[CH:67]=[CH:66][CH:65]=1, predict the reactants needed to synthesize it. The reactants are: [F-].C([N+](CCCC)(CCCC)CCCC)CCC.[Si]([O:36][CH2:37][CH2:38][O:39][CH2:40][C@H:41]([O:52][C:53]1[N:58]=[CH:57][N:56]=[C:55]2[N:59]([C:62]3[CH:67]=[CH:66][CH:65]=[C:64]([F:68])[C:63]=3[CH3:69])[N:60]=[CH:61][C:54]=12)[C:42]([NH:44][C:45]1[CH:50]=[CH:49][C:48]([CH3:51])=[CH:47][N:46]=1)=[O:43])(C(C)(C)C)(C1C=CC=CC=1)C1C=CC=CC=1.[Cl-].[NH4+]. (3) Given the product [CH2:30]([O:37][C:38](=[O:39])[NH:40][CH2:41][CH2:42][CH2:43][CH2:44][C@@H:45]([NH:49][C:50]([O:52][C:53]([CH3:56])([CH3:55])[CH3:54])=[O:51])[C:46](=[O:48])[NH:58][C@H:59]([C:60](=[O:61])[NH2:62])[CH:63]([CH3:65])[CH3:64])[C:31]1[CH:32]=[CH:33][CH:34]=[CH:35][CH:36]=1, predict the reactants needed to synthesize it. The reactants are: CN1CCOCC1.ON1C2C=CC=CC=2N=N1.Cl.CN(C)CCCN=C=NCC.[CH2:30]([O:37][C:38]([NH:40][CH2:41][CH2:42][CH2:43][CH2:44][C@@H:45]([NH:49][C:50]([O:52][C:53]([CH3:56])([CH3:55])[CH3:54])=[O:51])[C:46]([OH:48])=O)=[O:39])[C:31]1[CH:36]=[CH:35][CH:34]=[CH:33][CH:32]=1.Cl.[NH2:58][C@@H:59]([CH:63]([CH3:65])[CH3:64])[C:60]([NH2:62])=[O:61]. (4) The reactants are: F[C:2]1[CH:9]=[CH:8][C:7]([CH:10]=[O:11])=[CH:6][C:3]=1[C:4]#[N:5].[Cl:12][C:13]1[CH:14]=[C:15]([OH:19])[CH:16]=[N:17][CH:18]=1. Given the product [Cl:12][C:13]1[CH:14]=[C:15]([O:19][C:2]2[CH:9]=[CH:8][C:7]([CH:10]=[O:11])=[CH:6][C:3]=2[C:4]#[N:5])[CH:16]=[N:17][CH:18]=1, predict the reactants needed to synthesize it. (5) Given the product [N:19]1[CH:12]=[CH:13][CH:14]=[C:15]([C:2]2[O:6][C:5]([C:7]3[N:8]=[C:37]([CH:36]4[CH:34]5[CH2:29][CH2:30][N:31]([CH2:32][CH2:33]5)[CH2:41]4)[O:10][N:9]=3)=[CH:4][CH:3]=2)[CH:17]=1, predict the reactants needed to synthesize it. The reactants are: Br[C:2]1[O:6][C:5]([C:7]([NH:9][OH:10])=[NH:8])=[CH:4][CH:3]=1.Br[C:12]1S[C:15]([C:17]([NH:19]O)=N)=[CH:14][CH:13]=1.CC1(C)C(C)(C)OB([C:29]2[CH:30]=[N:31][CH:32]=[CH:33][CH:34]=2)O1.[C:36]1(B(O)O)[CH:41]=CC=C[CH:37]=1. (6) Given the product [OH:11][CH2:10][CH2:9][C:5]1[CH:4]=[C:3]([CH:8]=[CH:7][CH:6]=1)[CH2:2][N:35]1[CH2:36][CH2:37][C:31]2([O:30][CH2:29][CH2:28][N:27]([C:25]([C:23]3[S:24][C:20]([CH3:19])=[CH:21][CH:22]=3)=[O:26])[CH2:32]2)[CH2:33][CH2:34]1, predict the reactants needed to synthesize it. The reactants are: Br[CH2:2][C:3]1[CH:4]=[C:5]([CH2:9][CH2:10][OH:11])[CH:6]=[CH:7][CH:8]=1.FC(F)(F)C(O)=O.[CH3:19][C:20]1[S:24][C:23]([C:25]([N:27]2[CH2:32][C:31]3([CH2:37][CH2:36][NH:35][CH2:34][CH2:33]3)[O:30][CH2:29][CH2:28]2)=[O:26])=[CH:22][CH:21]=1.C(N(CC)CC)C. (7) Given the product [C:1]([O:5][C:6]([N:8]1[C:16]2[C:11](=[C:12]([Cl:17])[CH:13]=[CH:14][CH:15]=2)[CH:10]=[C:9]1[C:22]1[CH:23]=[CH:24][C:25]([Cl:38])=[C:26]([S:28](=[O:29])(=[O:30])[NH:31][CH:32]2[CH2:37][CH2:36][CH2:35][CH2:34][CH2:33]2)[CH:27]=1)=[O:7])([CH3:4])([CH3:3])[CH3:2], predict the reactants needed to synthesize it. The reactants are: [C:1]([O:5][C:6]([N:8]1[C:16]2[C:11](=[C:12]([Cl:17])[CH:13]=[CH:14][CH:15]=2)[CH:10]=[C:9]1B(O)O)=[O:7])([CH3:4])([CH3:3])[CH3:2].Br[C:22]1[CH:23]=[CH:24][C:25]([Cl:38])=[C:26]([S:28]([NH:31][CH:32]2[CH2:37][CH2:36][CH2:35][CH2:34][CH2:33]2)(=[O:30])=[O:29])[CH:27]=1.[F-].[Cs+]. (8) Given the product [F:15][C:12]1[CH:13]=[CH:14][C:9]([C:7]2[C:32]3[CH2:31][CH2:30][C:29]4[C:34](=[CH:35][N:27]([C:21]5[CH:22]=[CH:23][CH:24]=[CH:25][CH:26]=5)[N:28]=4)[C:5]=3[C:4]([C:17]([O:19][CH3:20])=[O:18])=[C:3]([S:2][CH3:1])[CH:8]=2)=[CH:10][CH:11]=1, predict the reactants needed to synthesize it. The reactants are: [CH3:1][S:2][C:3]1[CH:8]=[C:7]([C:9]2[CH:14]=[CH:13][C:12]([F:15])=[CH:11][CH:10]=2)O[C:5](=O)[C:4]=1[C:17]([O:19][CH3:20])=[O:18].[C:21]1([N:27]2[CH:35]=[C:34]3[C:29]([CH2:30][CH2:31][CH2:32]C3=O)=[N:28]2)[CH:26]=[CH:25][CH:24]=[CH:23][CH:22]=1.[OH-].[K+].Cl.